From a dataset of Reaction yield outcomes from USPTO patents with 853,638 reactions. Predict the reaction yield, written as a fraction of the theoretical maximum amount of product (1.0 means a 100% yield; for example, 0.34 means a 34% yield). (1) The reactants are [CH2:1]([CH2:3][NH2:4])[OH:2].[CH:5](=O)[C:6]1[CH:11]=[CH:10][CH:9]=[CH:8][CH:7]=1. The catalyst is CO. The product is [CH:5](=[N:4]/[CH2:3][CH2:1][OH:2])\[C:6]1[CH:11]=[CH:10][CH:9]=[CH:8][CH:7]=1. The yield is 0.870. (2) The reactants are N1C=CC=CC=1.[CH3:7][C:8]1([CH2:18][OH:19])[CH2:17][CH2:16][C:11]2([O:15][CH2:14][CH2:13][O:12]2)[CH2:10][CH2:9]1. The catalyst is C(Cl)Cl.[O-2].[Cr+4].[O-2]. The product is [CH3:7][C:8]1([CH:18]=[O:19])[CH2:17][CH2:16][C:11]2([O:12][CH2:13][CH2:14][O:15]2)[CH2:10][CH2:9]1. The yield is 0.950. (3) The reactants are [F:1][C:2]1[CH:3]=[C:4]([CH2:10][C:11]([OH:13])=O)[CH:5]=[CH:6][C:7]=1[O:8][CH3:9].[C:14]1([O:20][CH3:21])[CH:19]=[CH:18][CH:17]=[CH:16][CH:15]=1. No catalyst specified. The product is [F:1][C:2]1[CH:3]=[C:4]([CH2:10][C:11]([C:17]2[CH:18]=[CH:19][C:14]([O:20][CH3:21])=[CH:15][CH:16]=2)=[O:13])[CH:5]=[CH:6][C:7]=1[O:8][CH3:9]. The yield is 0.570. (4) The reactants are [C:1]([OH:4])(=[O:3])[CH3:2].[C:5]([OH:8])(=[O:7])[CH3:6].[C:9](O)(=O)[CH3:10].[O:13]=[C:14](Cl)[C@H:15]([C@@H:17](CO)O)O.[NH2:22][C:23]1[C:24]([I:37])=[C:25]([C:34](Cl)=[O:35])[C:26]([I:33])=[C:27]([C:31]=1[I:32])[C:28]([Cl:30])=[O:29].C([O-])(=O)C.C[C:43]([N:45](C)C)=O. No catalyst specified. The product is [C:1]([O:4][CH:15]([C:14](=[O:13])[NH:22][C:23]1[C:31]([I:32])=[C:27]([C:28]([Cl:30])=[O:29])[C:26]([I:33])=[C:25]([C:34](=[O:35])[NH:45][CH2:43][CH:9]=[CH2:10])[C:24]=1[I:37])[CH2:17][O:7][C:5](=[O:8])[CH3:6])(=[O:3])[CH3:2]. The yield is 0.900. (5) The reactants are Br[C:2]1[CH:7]=[C:6]([CH3:8])[CH:5]=[CH:4][C:3]=1[O:9][CH3:10].[B:11]1([B:11]2[O:15][C:14]([CH3:17])([CH3:16])[C:13]([CH3:19])([CH3:18])[O:12]2)[O:15][C:14]([CH3:17])([CH3:16])[C:13]([CH3:19])([CH3:18])[O:12]1.C([O-])(=O)C.[K+]. The catalyst is O1CCOCC1.C1(P(C2C=CC=CC=2)[C-]2C=CC=C2)C=CC=CC=1.[C-]1(P(C2C=CC=CC=2)C2C=CC=CC=2)C=CC=C1.[Fe+2]. The product is [CH3:10][O:9][C:3]1[CH:4]=[CH:5][C:6]([CH3:8])=[CH:7][C:2]=1[B:11]1[O:15][C:14]([CH3:17])([CH3:16])[C:13]([CH3:19])([CH3:18])[O:12]1. The yield is 0.910. (6) The reactants are [Cl:1][C:2]1[CH:21]=[CH:20][C:5]2[O:6][C:7]3[CH:19]=[CH:18][CH:17]=[CH:16][C:8]=3[C@@H:9]3[C@H:14]([NH2:15])[CH2:13][CH2:12][CH2:11][N:10]3[C:4]=2[CH:3]=1.[F:22][CH2:23][C:24](OCC)=[O:25]. No catalyst specified. The product is [Cl:1][C:2]1[CH:21]=[CH:20][C:5]2[O:6][C:7]3[CH:19]=[CH:18][CH:17]=[CH:16][C:8]=3[C@@H:9]3[C@H:14]([NH:15][C:24](=[O:25])[CH2:23][F:22])[CH2:13][CH2:12][CH2:11][N:10]3[C:4]=2[CH:3]=1. The yield is 0.390.